This data is from NCI-60 drug combinations with 297,098 pairs across 59 cell lines. The task is: Regression. Given two drug SMILES strings and cell line genomic features, predict the synergy score measuring deviation from expected non-interaction effect. Drug 1: C1=NC(=NC(=O)N1C2C(C(C(O2)CO)O)O)N. Cell line: MDA-MB-231. Synergy scores: CSS=66.0, Synergy_ZIP=-4.94, Synergy_Bliss=-5.03, Synergy_Loewe=3.35, Synergy_HSA=6.19. Drug 2: N.N.Cl[Pt+2]Cl.